Dataset: Reaction yield outcomes from USPTO patents with 853,638 reactions. Task: Predict the reaction yield, written as a fraction of the theoretical maximum amount of product (1.0 means a 100% yield; for example, 0.34 means a 34% yield). (1) The reactants are [CH2:1]([O:3][C:4]1[CH:9]=[CH:8][C:7]([NH:10][C:11]2[C:16]([NH2:17])=[CH:15][N:14]=[C:13]([NH:18][C:19]3[CH:20]=[N:21][N:22]([CH:24]4[CH2:29][CH2:28][N:27]([CH3:30])[CH2:26][CH2:25]4)[CH:23]=3)[N:12]=2)=[CH:6][CH:5]=1)[CH3:2].[C:31](O)(=O)[CH3:32]. No catalyst specified. The product is [CH2:1]([O:3][C:4]1[CH:5]=[CH:6][C:7]([N:10]2[C:31]([CH3:32])=[N:17][C:16]3[C:11]2=[N:12][C:13]([NH:18][C:19]2[CH:20]=[N:21][N:22]([CH:24]4[CH2:29][CH2:28][N:27]([CH3:30])[CH2:26][CH2:25]4)[CH:23]=2)=[N:14][CH:15]=3)=[CH:8][CH:9]=1)[CH3:2]. The yield is 0.490. (2) The yield is 0.540. The product is [F:3][C:4]([F:15])([F:14])[O:5][C:6]1[CH:7]=[C:8]([CH:9]=[CH:18][C:17](=[O:16])[CH3:27])[CH:11]=[CH:12][CH:13]=1. The catalyst is [I-].C([N+](CCCC)(CCCC)CCCC)CCC.C(Cl)Cl. The reactants are [OH-].[Na+].[F:3][C:4]([F:15])([F:14])[O:5][C:6]1[CH:7]=[C:8]([CH:11]=[CH:12][CH:13]=1)[CH:9]=O.[O:16]=[C:17]([CH3:27])[CH2:18]P(=O)(OCC)OCC.